This data is from Reaction yield outcomes from USPTO patents with 853,638 reactions. The task is: Predict the reaction yield, written as a fraction of the theoretical maximum amount of product (1.0 means a 100% yield; for example, 0.34 means a 34% yield). (1) The reactants are [Cl:1][C:2]1[CH:7]=[CH:6][C:5]([O:8][CH3:9])=[C:4]([F:10])[CH:3]=1.C([N-]C(C)C)(C)C.[Li+].CN(C)[CH:21]=[O:22]. The catalyst is O1CCCC1. The product is [Cl:1][C:2]1[C:3]([CH:21]=[O:22])=[C:4]([F:10])[C:5]([O:8][CH3:9])=[CH:6][CH:7]=1. The yield is 0.470. (2) The reactants are Cl[C:2]1[CH:7]=[CH:6][N:5]=[C:4]2[CH:8]=[C:9]([C:11]([N:13]3[CH2:17][CH2:16][CH2:15][C@H:14]3[CH2:18][O:19][CH3:20])=[O:12])[S:10][C:3]=12.[CH:21]1([NH:24][C:25]([C:27]2[C:28]3[CH:36]=[CH:35][C:34]([OH:37])=[CH:33][C:29]=3[S:30][C:31]=2[CH3:32])=[O:26])[CH2:23][CH2:22]1. No catalyst specified. The product is [CH:21]1([NH:24][C:25]([C:27]2[C:28]3[CH:36]=[CH:35][C:34]([O:37][C:2]4[CH:7]=[CH:6][N:5]=[C:4]5[CH:8]=[C:9]([C:11]([N:13]6[CH2:17][CH2:16][CH2:15][C@H:14]6[CH2:18][O:19][CH3:20])=[O:12])[S:10][C:3]=45)=[CH:33][C:29]=3[S:30][C:31]=2[CH3:32])=[O:26])[CH2:23][CH2:22]1. The yield is 0.700. (3) The catalyst is C(Cl)Cl. The yield is 0.670. The reactants are [CH2:1]([O:8][C:9]([N:11]1[C:15](=[O:16])[CH2:14][CH2:13][C@H:12]1[C:17]([OH:19])=[O:18])=[O:10])[C:2]1[CH:7]=[CH:6][CH:5]=[CH:4][CH:3]=1.S(=O)(=O)(O)O.[CH2:25]=[C:26]([CH3:28])[CH3:27].C(=O)([O-])[O-].[Na+].[Na+]. The product is [O:16]=[C:15]1[N:11]([C:9]([O:8][CH2:1][C:2]2[CH:3]=[CH:4][CH:5]=[CH:6][CH:7]=2)=[O:10])[C@H:12]([C:17]([O:19][C:26]([CH3:28])([CH3:27])[CH3:25])=[O:18])[CH2:13][CH2:14]1. (4) The reactants are [CH3:1][S:2](Cl)(=[O:4])=[O:3].[OH:6][CH2:7][C@@H:8]([NH:10][C:11](=[O:17])[O:12][C:13]([CH3:16])([CH3:15])[CH3:14])[CH3:9].C(N(CC)CC)C.[Cl-].[NH4+]. The catalyst is ClCCl. The product is [CH3:1][S:2]([O:6][CH2:7][C@@H:8]([NH:10][C:11]([O:12][C:13]([CH3:16])([CH3:15])[CH3:14])=[O:17])[CH3:9])(=[O:4])=[O:3]. The yield is 0.980. (5) The reactants are [Br:1][C:2]1[CH:3]=[CH:4][C:5]2[N:9]=[C:8](C(Cl)(Cl)Cl)[N:7]([C:14]3[CH:19]=[CH:18][N:17]=[C:16]([NH2:20])[N:15]=3)[C:6]=2[CH:21]=1.[OH:22][CH:23]1[CH2:26][N:25]([C:27](=[O:29])[CH3:28])[CH2:24]1.CC(C)([O-])C.[K+]. The catalyst is CN(C)C=O. The product is [NH2:20][C:16]1[N:15]=[C:14]([N:7]2[C:6]3[CH:21]=[C:2]([Br:1])[CH:3]=[CH:4][C:5]=3[N:9]=[C:8]2[O:22][CH:23]2[CH2:26][N:25]([C:27](=[O:29])[CH3:28])[CH2:24]2)[CH:19]=[CH:18][N:17]=1. The yield is 0.290. (6) The catalyst is CO. The product is [CH3:61][O:54][C:53]([C@:10]12[O:32][C@:13]([C:33]3[CH:38]=[CH:37][C:36]([Cl:39])=[C:35]([CH2:40][C:41]4[CH:46]=[CH:45][C:44]([O:47][CH2:48][C:49]([F:51])([F:50])[F:52])=[CH:43][CH:42]=4)[CH:34]=3)([O:12][CH2:11]1)[C@H:14]([O:24][CH2:25][C:26]1[CH:31]=[CH:30][CH:29]=[CH:28][CH:27]=1)[C@@H:15]([O:16][CH2:17][C:18]1[CH:23]=[CH:22][CH:21]=[CH:20][CH:19]=1)[C@@H:9]2[O:8][CH2:1][C:2]1[CH:7]=[CH:6][CH:5]=[CH:4][CH:3]=1)=[O:55]. The yield is 0.811. The reactants are [CH2:1]([O:8][C@H:9]1[C@H:15]([O:16][CH2:17][C:18]2[CH:23]=[CH:22][CH:21]=[CH:20][CH:19]=2)[C@@H:14]([O:24][CH2:25][C:26]2[CH:31]=[CH:30][CH:29]=[CH:28][CH:27]=2)[C@:13]2([C:33]3[CH:38]=[CH:37][C:36]([Cl:39])=[C:35]([CH2:40][C:41]4[CH:46]=[CH:45][C:44]([O:47][CH2:48][C:49]([F:52])([F:51])[F:50])=[CH:43][CH:42]=4)[CH:34]=3)[O:32][C@@:10]1([C:53]([OH:55])=[O:54])[CH2:11][O:12]2)[C:2]1[CH:7]=[CH:6][CH:5]=[CH:4][CH:3]=1.S(=O)(=O)(O)O.[C:61](=O)(O)[O-].[Na+]. (7) The reactants are FC(F)(F)C(O)=O.[F:8][C:9]1[C:10]([C:43]([O:45]C)=[O:44])=[CH:11][C:12]2[CH2:13][CH2:14][CH2:15][C:16]([OH:42])([C:19]3[S:20][C:21]([C:24]4[CH:29]=[C:28]([CH3:30])[CH:27]=[C:26]([NH:31][C:32]5[CH:37]=[C:36]([C:38]([F:41])([F:40])[F:39])[CH:35]=[CH:34][N:33]=5)[N:25]=4)=[CH:22][N:23]=3)[C:17]=2[CH:18]=1.[OH-].[K+].Cl. The catalyst is O1CCCC1. The product is [F:8][C:9]1[C:10]([C:43]([OH:45])=[O:44])=[CH:11][C:12]2[CH2:13][CH2:14][CH2:15][C:16]([OH:42])([C:19]3[S:20][C:21]([C:24]4[CH:29]=[C:28]([CH3:30])[CH:27]=[C:26]([NH:31][C:32]5[CH:37]=[C:36]([C:38]([F:41])([F:39])[F:40])[CH:35]=[CH:34][N:33]=5)[N:25]=4)=[CH:22][N:23]=3)[C:17]=2[CH:18]=1. The yield is 0.710. (8) The reactants are [C:1]([O:5][C:6]([NH:8][C@@H:9]([CH2:14][N:15]([CH2:28][CH2:29][CH2:30][CH:31]=[CH2:32])[S:16]([C:19]1[CH:24]=[CH:23][CH:22]=[CH:21][C:20]=1[N+:25]([O-:27])=[O:26])(=[O:18])=[O:17])[C:10]([O:12]C)=[O:11])=[O:7])([CH3:4])([CH3:3])[CH3:2].C1COCC1.CO.[OH-].[Li+]. The catalyst is O. The product is [C:1]([O:5][C:6]([NH:8][CH:9]([CH2:14][N:15]([CH2:28][CH2:29][CH2:30][CH:31]=[CH2:32])[S:16]([C:19]1[CH:24]=[CH:23][CH:22]=[CH:21][C:20]=1[N+:25]([O-:27])=[O:26])(=[O:18])=[O:17])[C:10]([OH:12])=[O:11])=[O:7])([CH3:4])([CH3:3])[CH3:2]. The yield is 0.890. (9) The reactants are [CH:1]1([CH:4]([OH:31])[C:5]2[CH:6]=[N:7][N:8]([CH2:10][C:11]3[CH:20]=[C:19]4[C:14]([C:15]([C:24]5[CH:29]=[CH:28][C:27]([F:30])=[CH:26][CH:25]=5)=[CH:16][C:17]([C:21]([NH2:23])=[O:22])=[N:18]4)=[CH:13][CH:12]=3)[CH:9]=2)[CH2:3][CH2:2]1.CC(OI1(OC(C)=O)(OC(C)=O)OC(=O)C2C=CC=CC1=2)=O.[O-]S([O-])(=S)=O.[Na+].[Na+].C(=O)([O-])O.[Na+]. The catalyst is C(Cl)Cl. The product is [CH:1]1([C:4]([C:5]2[CH:6]=[N:7][N:8]([CH2:10][C:11]3[CH:20]=[C:19]4[C:14]([C:15]([C:24]5[CH:29]=[CH:28][C:27]([F:30])=[CH:26][CH:25]=5)=[CH:16][C:17]([C:21]([NH2:23])=[O:22])=[N:18]4)=[CH:13][CH:12]=3)[CH:9]=2)=[O:31])[CH2:3][CH2:2]1. The yield is 0.151. (10) The reactants are O(P(O[C:18]1[N:19]([C:24]([O:26][C:27]([CH3:30])([CH3:29])[CH3:28])=[O:25])[CH2:20][CH2:21][O:22][CH:23]=1)(OC1C=CC=CC=1)=O)C1C=CC=CC=1.[O:31]1[C:35]2[CH:36]=[CH:37][CH:38]=[CH:39][C:34]=2[CH:33]=[C:32]1B(O)O. No catalyst specified. The product is [O:31]1[C:35]2[CH:36]=[CH:37][CH:38]=[CH:39][C:34]=2[CH:33]=[C:32]1[C:18]1[N:19]([C:24]([O:26][C:27]([CH3:28])([CH3:29])[CH3:30])=[O:25])[CH2:20][CH2:21][O:22][CH:23]=1. The yield is 0.580.